Dataset: Reaction yield outcomes from USPTO patents with 853,638 reactions. Task: Predict the reaction yield, written as a fraction of the theoretical maximum amount of product (1.0 means a 100% yield; for example, 0.34 means a 34% yield). (1) The reactants are [CH:1]1[C:10]2[C:5](=[CH:6][CH:7]=[CH:8][CH:9]=2)[CH:4]=[CH:3][C:2]=1[OH:11].[C:25]1(P([C:25]2[CH:30]=[CH:29][CH:28]=[CH:27][CH:26]=2)[C:25]2[CH:30]=[CH:29][CH:28]=[CH:27][CH:26]=2)[CH:30]=[CH:29][CH:28]=[CH:27][CH:26]=1.O1[CH2:35][CH2:34][CH2:33][CH2:32]1.[N:36]([C:44]([O:46][CH:47]([CH3:49])C)=[O:45])=[N:36][C:44]([O:46][CH:47](C)[CH3:49])=[O:45].[CH2:50](Cl)Cl. No catalyst specified. The product is [CH2:1]1[CH:10]2[CH:5]([CH2:6][CH2:7][CH2:8][CH2:9]2)[CH2:4][CH2:3][CH:2]1[O:11][C:29]1[CH:30]=[C:25]2[C:26](=[CH:27][CH:28]=1)[CH:35]=[C:34]([C@:49]1([CH3:50])[CH2:47][O:46][C:44](=[O:45])[NH:36]1)[CH:33]=[CH:32]2. The yield is 0.380. (2) The reactants are [Cl:1][C:2]1[CH:3]=[N+:4]([O-:31])[CH:5]=[C:6]([Cl:30])[C:7]=1[CH2:8][C@H:9]([O:20][C:21]([C:23]1[S:24][C:25]([CH:28]=O)=[CH:26][CH:27]=1)=[O:22])[C:10]1[CH:15]=[CH:14][C:13]([O:16][CH3:17])=[C:12]([O:18][CH3:19])[CH:11]=1.[F:32][C:33]1[CH:39]=[CH:38][CH:37]=[CH:36][C:34]=1[NH2:35].C(O)(=O)C.C(O[BH-](OC(=O)C)OC(=O)C)(=O)C.[Na+]. The catalyst is ClCCl.O. The yield is 0.320. The product is [Cl:30][C:6]1[CH:5]=[N+:4]([O-:31])[CH:3]=[C:2]([Cl:1])[C:7]=1[CH2:8][C@H:9]([O:20][C:21]([C:23]1[S:24][C:25]([CH2:28][NH:35][C:34]2[CH:36]=[CH:37][CH:38]=[CH:39][C:33]=2[F:32])=[CH:26][CH:27]=1)=[O:22])[C:10]1[CH:15]=[CH:14][C:13]([O:16][CH3:17])=[C:12]([O:18][CH3:19])[CH:11]=1.